The task is: Predict the reaction yield, written as a fraction of the theoretical maximum amount of product (1.0 means a 100% yield; for example, 0.34 means a 34% yield).. This data is from Reaction yield outcomes from USPTO patents with 853,638 reactions. The reactants are [NH2:1][CH2:2][CH2:3][O:4][C:5]1[CH:10]=[CH:9][C:8]([C:11]2[N:12]([CH2:24][CH3:25])[C:13]3[C:18]([C:19]=2[C:20]#[N:21])=[CH:17][CH:16]=[C:15]([O:22][CH3:23])[CH:14]=3)=[CH:7][CH:6]=1.[CH2:26]([N:28]=[C:29]=[O:30])[CH3:27]. The catalyst is N1C=CC=CC=1. The product is [C:20]([C:19]1[C:18]2[C:13](=[CH:14][C:15]([O:22][CH3:23])=[CH:16][CH:17]=2)[N:12]([CH2:24][CH3:25])[C:11]=1[C:8]1[CH:9]=[CH:10][C:5]([O:4][CH2:3][CH2:2][NH:1][C:29]([NH:28][CH2:26][CH3:27])=[O:30])=[CH:6][CH:7]=1)#[N:21]. The yield is 0.930.